From a dataset of Peptide-MHC class II binding affinity with 134,281 pairs from IEDB. Regression. Given a peptide amino acid sequence and an MHC pseudo amino acid sequence, predict their binding affinity value. This is MHC class II binding data. (1) The peptide sequence is QPSKGWNDWENVPFC. The MHC is HLA-DQA10501-DQB10303 with pseudo-sequence HLA-DQA10501-DQB10303. The binding affinity (normalized) is 0.282. (2) The peptide sequence is RVIRGKKGAGGITIK. The MHC is HLA-DQA10401-DQB10402 with pseudo-sequence HLA-DQA10401-DQB10402. The binding affinity (normalized) is 0.0224.